The task is: Regression. Given a peptide amino acid sequence and an MHC pseudo amino acid sequence, predict their binding affinity value. This is MHC class II binding data.. This data is from Peptide-MHC class II binding affinity with 134,281 pairs from IEDB. (1) The peptide sequence is NVTENFNMWKNNMVEQMH. The MHC is HLA-DPA10201-DPB11401 with pseudo-sequence HLA-DPA10201-DPB11401. The binding affinity (normalized) is 0.0603. (2) The peptide sequence is NPYRTWHYCGSYVTK. The MHC is DRB1_0404 with pseudo-sequence DRB1_0404. The binding affinity (normalized) is 0.259. (3) The binding affinity (normalized) is 0.497. The peptide sequence is TNFKYNYSVIEGGPI. The MHC is HLA-DPA10201-DPB10101 with pseudo-sequence HLA-DPA10201-DPB10101. (4) The peptide sequence is TRGAVLTYNGKRLEP. The binding affinity (normalized) is 0.373. The MHC is DRB1_0901 with pseudo-sequence DRB1_0901. (5) The peptide sequence is MGASYFAADRILPEL. The MHC is DRB1_0401 with pseudo-sequence DRB1_0401. The binding affinity (normalized) is 0.726.